This data is from Forward reaction prediction with 1.9M reactions from USPTO patents (1976-2016). The task is: Predict the product of the given reaction. (1) Given the reactants [CH2:1]([OH:4])[CH:2]=[CH2:3].[H-].[Na+].Cl[C:8]1[C:13]([C:14]#[N:15])=[C:12]([O:16][CH3:17])[N:11]=[C:10]([CH3:18])[CH:9]=1.[Cl-].[NH4+].Cl, predict the reaction product. The product is: [CH2:1]([O:4][C:8]1[C:13]([C:14]#[N:15])=[C:12]([O:16][CH3:17])[N:11]=[C:10]([CH3:18])[CH:9]=1)[CH:2]=[CH2:3]. (2) Given the reactants [CH2:1]([N:3]1[C:8]2[CH:9]=[CH:10][C:11]([O:15][CH3:16])=[C:12]([O:13][CH3:14])[C:7]=2C(=O)O[C:4]1=O)[CH3:2].[CH2:19]([O:21][C:22](=[O:26])/[CH:23]=[CH:24]\[O-:25])[CH3:20].[Na], predict the reaction product. The product is: [CH2:1]([N:3]1[C:8]2[C:7](=[C:12]([O:13][CH3:14])[C:11]([O:15][CH3:16])=[CH:10][CH:9]=2)[C:24](=[O:25])[C:23]([C:22]([O:21][CH2:19][CH3:20])=[O:26])=[CH:4]1)[CH3:2]. (3) Given the reactants [OH-].[Na+].[NH2:3][C:4]1[C:9]([Cl:10])=[C:8]([C:11]([O:13]C)=[O:12])[N:7]=[C:6]([C:15]2[CH:16]=[N:17][C:18]([CH:21]([F:23])[F:22])=[CH:19][CH:20]=2)[C:5]=1[F:24].Cl, predict the reaction product. The product is: [NH2:3][C:4]1[C:9]([Cl:10])=[C:8]([C:11]([OH:13])=[O:12])[N:7]=[C:6]([C:15]2[CH:16]=[N:17][C:18]([CH:21]([F:22])[F:23])=[CH:19][CH:20]=2)[C:5]=1[F:24]. (4) Given the reactants C1(P(C2CCCCC2)C2C=CC=CC=2C2C(C(C)C)=CC(C(C)C)=CC=2C(C)C)CCCCC1.[CH3:35][O:36][C:37]1[CH:38]=[C:39]([C:43]2[CH:44]=[N:45][C:46]([N:50]3[CH2:55][CH2:54][O:53][CH2:52][CH2:51]3)=[CH:47][C:48]=2[NH2:49])[CH:40]=[N:41][CH:42]=1.Cl[C:57]1[C:66]2[C:61](=[C:62]([CH3:68])[CH:63]=[CH:64][C:65]=2[F:67])[N:60]=[C:59]([C:69]2[CH:74]=[CH:73][CH:72]=[CH:71][N:70]=2)[C:58]=1[CH3:75].CC(C)([O-])C.[Na+], predict the reaction product. The product is: [F:67][C:65]1[CH:64]=[CH:63][C:62]([CH3:68])=[C:61]2[C:66]=1[C:57]([NH:49][C:48]1[CH:47]=[C:46]([N:50]3[CH2:55][CH2:54][O:53][CH2:52][CH2:51]3)[N:45]=[CH:44][C:43]=1[C:39]1[CH:40]=[N:41][CH:42]=[C:37]([O:36][CH3:35])[CH:38]=1)=[C:58]([CH3:75])[C:59]([C:69]1[CH:74]=[CH:73][CH:72]=[CH:71][N:70]=1)=[N:60]2. (5) Given the reactants [Br:1][C:2]1[CH:7]=[CH:6][C:5]([CH2:8][C:9]#[N:10])=[CH:4][C:3]=1[O:11][CH3:12].C[Si]([N-][Si](C)(C)C)(C)C.[Li+].[CH:23]1([C:26](Cl)=[O:27])[CH2:25][CH2:24]1.[NH4+].[Cl-], predict the reaction product. The product is: [Br:1][C:2]1[CH:7]=[CH:6][C:5]([CH:8]([C:26]([CH:23]2[CH2:25][CH2:24]2)=[O:27])[C:9]#[N:10])=[CH:4][C:3]=1[O:11][CH3:12].